From a dataset of NCI-60 drug combinations with 297,098 pairs across 59 cell lines. Regression. Given two drug SMILES strings and cell line genomic features, predict the synergy score measuring deviation from expected non-interaction effect. (1) Drug 1: CC1=CC2C(CCC3(C2CCC3(C(=O)C)OC(=O)C)C)C4(C1=CC(=O)CC4)C. Drug 2: C1=C(C(=O)NC(=O)N1)N(CCCl)CCCl. Cell line: MOLT-4. Synergy scores: CSS=31.8, Synergy_ZIP=-5.95, Synergy_Bliss=-11.7, Synergy_Loewe=-29.5, Synergy_HSA=-9.77. (2) Drug 1: CN(CC1=CN=C2C(=N1)C(=NC(=N2)N)N)C3=CC=C(C=C3)C(=O)NC(CCC(=O)O)C(=O)O. Drug 2: COC1=C2C(=CC3=C1OC=C3)C=CC(=O)O2. Cell line: NCI-H322M. Synergy scores: CSS=36.0, Synergy_ZIP=0.417, Synergy_Bliss=0.639, Synergy_Loewe=-51.4, Synergy_HSA=-0.351. (3) Drug 1: C1CCN(CC1)CCOC2=CC=C(C=C2)C(=O)C3=C(SC4=C3C=CC(=C4)O)C5=CC=C(C=C5)O. Drug 2: C1=CN(C=N1)CC(O)(P(=O)(O)O)P(=O)(O)O. Cell line: NCI-H226. Synergy scores: CSS=4.16, Synergy_ZIP=-1.53, Synergy_Bliss=-0.0176, Synergy_Loewe=-5.90, Synergy_HSA=-5.41. (4) Drug 1: CC1OCC2C(O1)C(C(C(O2)OC3C4COC(=O)C4C(C5=CC6=C(C=C35)OCO6)C7=CC(=C(C(=C7)OC)O)OC)O)O. Drug 2: CN1C(=O)N2C=NC(=C2N=N1)C(=O)N. Cell line: U251. Synergy scores: CSS=54.1, Synergy_ZIP=-0.378, Synergy_Bliss=2.60, Synergy_Loewe=-10.2, Synergy_HSA=4.78. (5) Drug 1: C1CN1C2=NC(=NC(=N2)N3CC3)N4CC4. Drug 2: CN(C)N=NC1=C(NC=N1)C(=O)N. Cell line: NCIH23. Synergy scores: CSS=60.9, Synergy_ZIP=-3.05, Synergy_Bliss=-3.12, Synergy_Loewe=-38.4, Synergy_HSA=-1.85. (6) Drug 1: CNC(=O)C1=CC=CC=C1SC2=CC3=C(C=C2)C(=NN3)C=CC4=CC=CC=N4. Drug 2: C1=CC(=CC=C1CCC2=CNC3=C2C(=O)NC(=N3)N)C(=O)NC(CCC(=O)O)C(=O)O. Cell line: NCI/ADR-RES. Synergy scores: CSS=20.2, Synergy_ZIP=0.731, Synergy_Bliss=5.87, Synergy_Loewe=0.0192, Synergy_HSA=5.63. (7) Drug 1: CC(CN1CC(=O)NC(=O)C1)N2CC(=O)NC(=O)C2. Drug 2: COCCOC1=C(C=C2C(=C1)C(=NC=N2)NC3=CC=CC(=C3)C#C)OCCOC.Cl. Cell line: UACC62. Synergy scores: CSS=17.8, Synergy_ZIP=-5.26, Synergy_Bliss=-1.03, Synergy_Loewe=0.603, Synergy_HSA=0.878. (8) Drug 1: CC(CN1CC(=O)NC(=O)C1)N2CC(=O)NC(=O)C2. Drug 2: C1=NC2=C(N=C(N=C2N1C3C(C(C(O3)CO)O)O)F)N. Cell line: SN12C. Synergy scores: CSS=29.2, Synergy_ZIP=-10.3, Synergy_Bliss=-1.97, Synergy_Loewe=-2.30, Synergy_HSA=-1.02. (9) Drug 1: CC1=C(N=C(N=C1N)C(CC(=O)N)NCC(C(=O)N)N)C(=O)NC(C(C2=CN=CN2)OC3C(C(C(C(O3)CO)O)O)OC4C(C(C(C(O4)CO)O)OC(=O)N)O)C(=O)NC(C)C(C(C)C(=O)NC(C(C)O)C(=O)NCCC5=NC(=CS5)C6=NC(=CS6)C(=O)NCCC[S+](C)C)O. Drug 2: CN(CCCl)CCCl.Cl. Cell line: TK-10. Synergy scores: CSS=29.8, Synergy_ZIP=-6.95, Synergy_Bliss=0.581, Synergy_Loewe=1.54, Synergy_HSA=3.82. (10) Cell line: MALME-3M. Drug 1: CC12CCC(CC1=CCC3C2CCC4(C3CC=C4C5=CN=CC=C5)C)O. Synergy scores: CSS=-4.34, Synergy_ZIP=0.200, Synergy_Bliss=-1.94, Synergy_Loewe=-7.52, Synergy_HSA=-5.29. Drug 2: CS(=O)(=O)CCNCC1=CC=C(O1)C2=CC3=C(C=C2)N=CN=C3NC4=CC(=C(C=C4)OCC5=CC(=CC=C5)F)Cl.